Dataset: Full USPTO retrosynthesis dataset with 1.9M reactions from patents (1976-2016). Task: Predict the reactants needed to synthesize the given product. (1) Given the product [CH3:12][N:11]1[C:10]([C:1](=[O:8])[C:2]2[CH:7]=[CH:6][CH:5]=[CH:4][CH:3]=2)=[N:15][N:14]=[N:13]1, predict the reactants needed to synthesize it. The reactants are: [C:1](Cl)(=[O:8])[C:2]1[CH:7]=[CH:6][CH:5]=[CH:4][CH:3]=1.[CH3:10][N+:11]#[C-:12].[N-:13]=[N+:14]=[N-:15].[Na+].O. (2) Given the product [N:22]1([CH:15]([C:16]2[CH:21]=[CH:20][CH:19]=[CH:18][CH:17]=2)[CH:2]([OH:1])[CH2:31][N:32]2[CH2:37][CH2:36][N:35]([CH3:38])[CH2:34][CH2:33]2)[C:30]2[C:25](=[CH:26][CH:27]=[CH:28][CH:29]=2)[CH:24]=[CH:23]1, predict the reactants needed to synthesize it. The reactants are: [OH:1][CH:2]([CH:15]([N:22]1[C:30]2[C:25](=[CH:26][CH:27]=[CH:28][CH:29]=2)[CH:24]=[CH:23]1)[C:16]1[CH:21]=[CH:20][CH:19]=[CH:18][CH:17]=1)COS(C1C=CC(C)=CC=1)(=O)=O.[CH3:31][N:32]1[CH2:37][CH2:36][NH:35][CH2:34][CH2:33]1.[C:38](=O)([O-])[O-].[K+].[K+]. (3) Given the product [CH3:13][C:11]1([CH2:10][C:6]2[CH:7]=[CH:8][CH:9]=[C:4]([N+:1]([O-:3])=[O:2])[CH:5]=2)[O:16][CH2:15][CH2:14][O:12]1, predict the reactants needed to synthesize it. The reactants are: [N+:1]([C:4]1[CH:5]=[C:6]([CH2:10][C:11]([CH3:13])=[O:12])[CH:7]=[CH:8][CH:9]=1)([O-:3])=[O:2].[CH2:14](O)[CH2:15][OH:16].CCCCCC. (4) Given the product [CH3:6][C:7]1[O:11][N:10]=[C:9]([C:12]2[N:16]3[N:17]=[C:18]([O:25][CH2:26][C:27]4[N:32]=[CH:31][C:30]([CH2:33][CH2:34][O:35][S:2]([CH3:1])(=[O:4])=[O:3])=[CH:29][CH:28]=4)[C:19]4[C:24]([C:15]3=[N:14][N:13]=2)=[CH:23][CH:22]=[CH:21][CH:20]=4)[CH:8]=1, predict the reactants needed to synthesize it. The reactants are: [CH3:1][S:2](Cl)(=[O:4])=[O:3].[CH3:6][C:7]1[O:11][N:10]=[C:9]([C:12]2[N:16]3[N:17]=[C:18]([O:25][CH2:26][C:27]4[N:32]=[CH:31][C:30]([CH2:33][CH2:34][OH:35])=[CH:29][CH:28]=4)[C:19]4[C:24]([C:15]3=[N:14][N:13]=2)=[CH:23][CH:22]=[CH:21][CH:20]=4)[CH:8]=1.CCN(CC)CC. (5) Given the product [Br:1][C:2]1[CH:7]=[CH:6][C:5]([O:8][C:11]2[C:10]([F:9])=[CH:15][CH:14]=[CH:13][C:12]=2[F:16])=[CH:4][CH:3]=1, predict the reactants needed to synthesize it. The reactants are: [Br:1][C:2]1[CH:7]=[CH:6][C:5]([OH:8])=[CH:4][CH:3]=1.[F:9][C:10]1[CH:15]=[CH:14][CH:13]=[C:12]([F:16])[C:11]=1B(O)O.O=O. (6) Given the product [Cl:1][C:2]1[C:3]([F:9])=[C:4]([N:5]2[CH:15]([C:14]3[CH:17]=[CH:18][C:11]([Cl:10])=[CH:12][CH:13]=3)[C:25]([C:26](=[O:30])[CH:27]([CH3:29])[CH3:28])=[C:24]([OH:31])[C:23]2=[O:22])[CH:6]=[CH:7][CH:8]=1, predict the reactants needed to synthesize it. The reactants are: [Cl:1][C:2]1[C:3]([F:9])=[C:4]([CH:6]=[CH:7][CH:8]=1)[NH2:5].[Cl:10][C:11]1[CH:18]=[CH:17][C:14]([CH:15]=O)=[CH:13][CH:12]=1.[Na].C([O:22][C:23](=O)[C:24](=[O:31])[CH2:25][C:26](=[O:30])[CH:27]([CH3:29])[CH3:28])C.C(O)(=O)C.